Dataset: Full USPTO retrosynthesis dataset with 1.9M reactions from patents (1976-2016). Task: Predict the reactants needed to synthesize the given product. (1) Given the product [CH2:46]([NH:48][CH2:49][CH2:50][O:35][C:31]1[CH:32]=[C:33]([CH3:34])[C:28]([C:24]2[CH:25]=[CH:26][CH:27]=[C:22]([CH2:21][N:8]([S:9]([C:12]3[CH:17]=[CH:16][CH:15]=[CH:14][C:13]=3[N+:18]([O-:20])=[O:19])(=[O:10])=[O:11])[C:6]3[CH:5]=[CH:4][C:3]([CH2:37][CH2:38][C:39]([O:41][C:42]([CH3:45])([CH3:44])[CH3:43])=[O:40])=[C:2]([F:1])[CH:7]=3)[CH:23]=2)=[C:29]([CH3:36])[CH:30]=1)[CH3:47], predict the reactants needed to synthesize it. The reactants are: [F:1][C:2]1[CH:7]=[C:6]([N:8]([CH2:21][C:22]2[CH:23]=[C:24]([C:28]3[C:33]([CH3:34])=[CH:32][C:31]([OH:35])=[CH:30][C:29]=3[CH3:36])[CH:25]=[CH:26][CH:27]=2)[S:9]([C:12]2[CH:17]=[CH:16][CH:15]=[CH:14][C:13]=2[N+:18]([O-:20])=[O:19])(=[O:11])=[O:10])[CH:5]=[CH:4][C:3]=1[CH2:37][CH2:38][C:39]([O:41][C:42]([CH3:45])([CH3:44])[CH3:43])=[O:40].[CH2:46]([NH:48][CH2:49][CH2:50]O)[CH3:47].C(P(CCCC)CCCC)CCC.N(C(N1CCCCC1)=O)=NC(N1CCCCC1)=O. (2) Given the product [CH3:1][O:2][C:3](=[O:14])[CH2:4][O:5][C:6]1[CH:11]=[CH:10][C:9]([F:12])=[C:8]2[C:7]=1[C:17](=[O:16])[C:18]([CH2:23][C:24]1[CH:25]=[CH:26][C:27]([S:30]([CH3:33])(=[O:31])=[O:32])=[CH:28][CH:29]=1)=[C:19]([CH2:20][CH3:21])[NH:13]2, predict the reactants needed to synthesize it. The reactants are: [CH3:1][O:2][C:3](=[O:14])[CH2:4][O:5][C:6]1[CH:11]=[CH:10][C:9]([F:12])=[C:8]([NH2:13])[CH:7]=1.C[O:16][C:17](=O)[CH:18]([CH2:23][C:24]1[CH:29]=[CH:28][C:27]([S:30]([CH3:33])(=[O:32])=[O:31])=[CH:26][CH:25]=1)[C:19](=O)[CH2:20][CH3:21].O1CCOCC1.C([O-])(=O)C.[Na+]. (3) Given the product [NH:1]1[C:2]2[C:7](=[CH:6][CH:5]=[C:4]([S:9]([N:12]3[CH2:16][CH2:15][CH2:14][C@@H:13]3[CH2:17][CH2:18][OH:19])(=[O:11])=[O:10])[CH:3]=2)[CH:8]=[N:20]1, predict the reactants needed to synthesize it. The reactants are: [NH2:1][C:2]1[CH:3]=[C:4]([S:9]([N:12]2[CH2:16][CH2:15][CH2:14][C@@H:13]2[CH2:17][CH2:18][OH:19])(=[O:11])=[O:10])[CH:5]=[CH:6][C:7]=1[CH3:8].[N:20]([O-])=O.[Na+].[OH-].[Na+]. (4) Given the product [Cl:25][C:4]1[C:3]([C:1]#[N:2])=[CH:13][C:7]([C:8]([O:10][CH2:11][CH3:12])=[O:9])=[C:6]([CH2:14][CH2:15][CH2:16][C:17]([O:19][CH2:20][CH3:21])=[O:18])[N:5]=1, predict the reactants needed to synthesize it. The reactants are: [C:1]([C:3]1[C:4](O)=[N:5][C:6]([CH2:14][CH2:15][CH2:16][C:17]([O:19][CH2:20][CH3:21])=[O:18])=[C:7]([CH:13]=1)[C:8]([O:10][CH2:11][CH3:12])=[O:9])#[N:2].P(Cl)(Cl)([Cl:25])=O.O.COC(C)(C)C. (5) Given the product [F:1][C:2]1([F:30])[CH2:3][CH2:4][C:5]([CH2:9][NH:10][C:11]([C:13]2[C:14]3[CH:15]=[CH:16][C:17]([CH:24]4[CH2:28][CH2:27][CH:26]([N:32]5[CH2:35][CH2:34][CH2:33]5)[CH2:25]4)=[N:18][C:19]=3[CH:20]=[CH:21][C:22]=2[Cl:23])=[O:12])([OH:8])[CH2:6][CH2:7]1, predict the reactants needed to synthesize it. The reactants are: [F:1][C:2]1([F:30])[CH2:7][CH2:6][C:5]([CH2:9][NH:10][C:11]([C:13]2[C:14]3[CH:15]=[CH:16][C:17]([CH:24]4[CH2:28][CH2:27][C:26](=O)[CH2:25]4)=[N:18][C:19]=3[CH:20]=[CH:21][C:22]=2[Cl:23])=[O:12])([OH:8])[CH2:4][CH2:3]1.Cl.[NH:32]1[CH2:35][CH2:34][CH2:33]1. (6) Given the product [ClH:1].[Cl:1][C:2]1[CH:3]=[CH:4][C:5]([O:11][CH2:12][CH:13]([CH3:15])[CH3:14])=[C:6]([CH2:8][C:9](=[NH:10])[O:17][CH3:16])[CH:7]=1, predict the reactants needed to synthesize it. The reactants are: [Cl:1][C:2]1[CH:3]=[CH:4][C:5]([O:11][CH2:12][CH:13]([CH3:15])[CH3:14])=[C:6]([CH2:8][C:9]#[N:10])[CH:7]=1.[CH3:16][OH:17]. (7) Given the product [CH2:18]([C:19]1([CH2:20][CH2:21][CH3:22])[NH:1][C:2]2[CH:6]=[C:5]([C:7]3[CH:8]=[CH:9][N:10]=[CH:11][CH:12]=3)[S:4][C:3]=2[C:13](=[O:14])[NH:15]1)[CH2:17][CH3:16], predict the reactants needed to synthesize it. The reactants are: [NH2:1][C:2]1[CH:6]=[C:5]([C:7]2[CH:12]=[CH:11][N:10]=[CH:9][CH:8]=2)[S:4][C:3]=1[C:13]([NH2:15])=[O:14].[CH3:16][CH2:17][CH2:18][C:19](=O)[CH2:20][CH2:21][CH3:22].O.C1(C)C=CC(S(O)(=O)=O)=CC=1.C(=O)([O-])O.[Na+]. (8) Given the product [Br:1][C:2]1[C:3]([OH:15])=[C:4]([C:9](=[O:14])[CH2:10][CH:11]([CH3:13])[CH3:12])[CH:5]=[CH:6][C:7]=1[O:8][CH2:4][CH2:3][CH2:2][CH2:7][O:8][N:21]1[C:25]2[CH:26]=[CH:27][CH:28]=[CH:29][C:24]=2[N:23]=[C:22]1[C:30]1[CH:31]=[CH:32][CH:33]=[CH:34][CH:35]=1, predict the reactants needed to synthesize it. The reactants are: [Br:1][C:2]1[C:3]([OH:15])=[C:4]([C:9](=[O:14])[CH2:10][CH:11]([CH3:13])[CH3:12])[CH:5]=[CH:6][C:7]=1[OH:8].BrCCCC[N:21]1[C:25]2[CH:26]=[CH:27][CH:28]=[CH:29][C:24]=2[N:23]=[C:22]1[C:30]1[CH:35]=[CH:34][CH:33]=[CH:32][CH:31]=1.